Dataset: Forward reaction prediction with 1.9M reactions from USPTO patents (1976-2016). Task: Predict the product of the given reaction. The product is: [Cl:17][C:18]1[CH:33]=[CH:32][C:21]([O:22][C:23]2[CH:28]=[CH:27][C:26]([CH2:29][CH2:30][NH:31][C:3]3[NH:4][CH:5]=[C:6]([CH2:10][C:11]4[CH:12]=[N:13][CH:14]=[N:15][CH:16]=4)[C:7](=[O:9])[N:8]=3)=[CH:25][CH:24]=2)=[CH:20][CH:19]=1. Given the reactants CS[C:3]1[NH:4][CH:5]=[C:6]([CH2:10][C:11]2[CH:12]=[N:13][CH:14]=[N:15][CH:16]=2)[C:7](=[O:9])[N:8]=1.[Cl:17][C:18]1[CH:33]=[CH:32][C:21]([O:22][C:23]2[CH:28]=[CH:27][C:26]([CH2:29][CH2:30][NH2:31])=[CH:25][CH:24]=2)=[CH:20][CH:19]=1, predict the reaction product.